This data is from Catalyst prediction with 721,799 reactions and 888 catalyst types from USPTO. The task is: Predict which catalyst facilitates the given reaction. (1) Reactant: [C:1]1([C:33]2[CH:38]=[CH:37][CH:36]=[CH:35][CH:34]=2)[CH:6]=[CH:5][C:4]([C:7]2[N:8]([C:26]3[CH:31]=[CH:30][C:29]([Cl:32])=[CH:28][CH:27]=3)[C:9](=[O:25])[C:10]3[N:11]=[CH:12][N:13]([C:16]4[CH:17]=[C:18]([CH:22]=[CH:23][CH:24]=4)[C:19](O)=[O:20])[C:14]=3[N:15]=2)=[CH:3][CH:2]=1.[NH2:39][C:40]1[CH:44]=[CH:43][O:42][N:41]=1. Product: [C:1]1([C:33]2[CH:34]=[CH:35][CH:36]=[CH:37][CH:38]=2)[CH:6]=[CH:5][C:4]([C:7]2[N:8]([C:26]3[CH:31]=[CH:30][C:29]([Cl:32])=[CH:28][CH:27]=3)[C:9](=[O:25])[C:10]3[N:11]=[CH:12][N:13]([C:16]4[CH:17]=[C:18]([CH:22]=[CH:23][CH:24]=4)[C:19]([NH:39][C:40]4[CH:44]=[CH:43][O:42][N:41]=4)=[O:20])[C:14]=3[N:15]=2)=[CH:3][CH:2]=1. The catalyst class is: 820. (2) Product: [Cl:1][C:2]1[CH:3]=[C:4]([CH:21]=[CH:22][C:23]=1[Cl:24])[O:5][C:6]1[C:11](=[O:12])[NH:10][C:9]([C:13]2[NH:14][C:25](=[O:37])[S:26][N:15]=2)=[N:8][C:7]=1[C:17]([F:20])([F:19])[F:18]. The catalyst class is: 1. Reactant: [Cl:1][C:2]1[CH:3]=[C:4]([CH:21]=[CH:22][C:23]=1[Cl:24])[O:5][C:6]1[C:11](=[O:12])[NH:10][C:9]([C:13](=[N:15]O)[NH2:14])=[N:8][C:7]=1[C:17]([F:20])([F:19])[F:18].[C:25](N1C=CN=C1)(N1C=CN=C1)=[S:26].[OH2:37]. (3) Reactant: C(NC(C)C)(C)C.C([Li])CCC.[Cl:13][C:14]1[CH:15]=[C:16]([CH2:21][C:22]([OH:24])=[O:23])[CH:17]=[CH:18][C:19]=1[Cl:20].Br[CH2:26][CH2:27][CH2:28][CH2:29][Cl:30]. Product: [Cl:30][CH2:29][CH2:28][CH2:27][CH2:26][CH:21]([C:16]1[CH:17]=[CH:18][C:19]([Cl:20])=[C:14]([Cl:13])[CH:15]=1)[C:22]([OH:24])=[O:23]. The catalyst class is: 20. (4) Reactant: [C:1]([N:8]1[C@@H:17](C(O)=O)[CH2:16][C:15]2[C:10](=[CH:11][CH:12]=[CH:13][CH:14]=2)[CH2:9]1)([O:3][C:4]([CH3:7])([CH3:6])[CH3:5])=[O:2].C[C@@H](O)[C@@H]1NC(=O)[C@H](CCN)NC(=O)[C@H](CCN)NC(=O)[C@H](CC(C)C)NC(=O)[C@@H](CC2C=CC=CC=2)NC(=O)[C@H](CCN)NC(=O)[C@@H](NC([C@@H](N)CCN)=O)CCN[C:24]1=[O:25].OS(O)(=O)=O.CN(C(ON1N=NC2C=CC=NC1=2)=[N+](C)C)C.F[P-](F)(F)(F)(F)F.C(N(CC)C(C)C)(C)C.[CH3:120][C:121]([CH3:141])=[CH:122][CH2:123][CH2:124]/[C:125](/[CH3:140])=[CH:126]/[CH2:127][CH2:128]/[C:129](/[CH3:139])=[CH:130]/[CH2:131][S:132][CH2:133][C@H:134]([NH2:138])[C:135]([OH:137])=[O:136]. The catalyst class is: 2. Product: [C:4]([O:3][C:1]([N:8]1[C@@H:17]([C:24]([NH:138][C@@H:134]([CH2:133][S:132][CH2:131]/[CH:130]=[C:129](\[CH3:139])/[CH2:128][CH2:127]/[CH:126]=[C:125](\[CH3:140])/[CH2:124][CH2:123][CH:122]=[C:121]([CH3:141])[CH3:120])[C:135]([OH:137])=[O:136])=[O:25])[CH2:16][C:15]2[C:10](=[CH:11][CH:12]=[CH:13][CH:14]=2)[CH2:9]1)=[O:2])([CH3:5])([CH3:7])[CH3:6].